Dataset: Peptide-MHC class II binding affinity with 134,281 pairs from IEDB. Task: Regression. Given a peptide amino acid sequence and an MHC pseudo amino acid sequence, predict their binding affinity value. This is MHC class II binding data. (1) The peptide sequence is GELQIWDKIDAAFKI. The MHC is DRB3_0202 with pseudo-sequence DRB3_0202. The binding affinity (normalized) is 0.389. (2) The peptide sequence is GELQIRDKIDAAFKI. The MHC is DRB1_0401 with pseudo-sequence DRB1_0401. The binding affinity (normalized) is 0.435. (3) The peptide sequence is QGEPGRVIRGKKGAG. The MHC is HLA-DPA10201-DPB10501 with pseudo-sequence HLA-DPA10201-DPB10501. The binding affinity (normalized) is 0.0748. (4) The peptide sequence is DVKFPHGGQIVGGVY. The MHC is HLA-DQA10501-DQB10301 with pseudo-sequence HLA-DQA10501-DQB10301. The binding affinity (normalized) is 0.724.